The task is: Predict the product of the given reaction.. This data is from Forward reaction prediction with 1.9M reactions from USPTO patents (1976-2016). (1) The product is: [CH3:1][O:2][C:3]1[CH:8]=[CH:7][C:6]([N:9]2[CH:13]=[C:12]([CH:14]([NH:23][C:24]3[CH:25]=[CH:26][C:27]([C:30]([NH:32][CH2:33][CH2:34][C:35]([OH:37])=[O:36])=[O:31])=[CH:28][CH:29]=3)[CH2:15][CH:16]([CH3:18])[CH3:17])[C:11]([CH:20]([CH3:22])[CH3:21])=[N:10]2)=[CH:5][CH:4]=1. Given the reactants [CH3:1][O:2][C:3]1[CH:8]=[CH:7][C:6]([N:9]2[CH:13]=[C:12]([CH:14](O)[CH2:15][CH:16]([CH3:18])[CH3:17])[C:11]([CH:20]([CH3:22])[CH3:21])=[N:10]2)=[CH:5][CH:4]=1.[NH2:23][C:24]1[CH:29]=[CH:28][C:27]([C:30]([NH:32][CH2:33][CH2:34][C:35]([O:37]CC)=[O:36])=[O:31])=[CH:26][CH:25]=1, predict the reaction product. (2) The product is: [CH3:1][O:2][C@H:3]1[CH2:7][NH:6][C@@H:5]([C:16]([OH:18])=[O:17])[CH2:4]1. Given the reactants [CH3:1][O:2][C@H:3]1[CH2:7][N:6](C(OOC(C)(C)C)=O)[C@@H:5]([C:16]([O-:18])=[O:17])[CH2:4]1.Cl, predict the reaction product. (3) Given the reactants [F:1][C:2]([F:21])([F:20])[C:3]1[CH:8]=[CH:7][C:6]([C:9]2[C:13]([C:14]3[CH:19]=[N:18][CH:17]=[CH:16][N:15]=3)=[CH:12][NH:11][N:10]=2)=[CH:5][CH:4]=1.[CH2:22]([CH:24]1[O:26][CH2:25]1)Cl.C(=O)([O-])[O-].[Cs+].[Cs+], predict the reaction product. The product is: [O:26]1[CH2:25][CH:24]1[CH2:22][N:11]1[CH:12]=[C:13]([C:14]2[CH:19]=[N:18][CH:17]=[CH:16][N:15]=2)[C:9]([C:6]2[CH:7]=[CH:8][C:3]([C:2]([F:20])([F:1])[F:21])=[CH:4][CH:5]=2)=[N:10]1. (4) Given the reactants C(O[C:4]([C:6]1[C:7](=[O:23])[N:8]([CH2:18][CH2:19][CH:20]([CH3:22])[CH3:21])[N:9]=[C:10]([C:13]2[S:14][CH:15]=[CH:16][CH:17]=2)[C:11]=1[OH:12])=O)C.C(OC(=O)[NH:30][C:31]1[CH:36]=[CH:35][C:34]([NH2:37])=[C:33]([S:38](=[O:41])(=[O:40])[NH2:39])[CH:32]=1)(C)(C)C, predict the reaction product. The product is: [NH2:30][C:31]1[CH:36]=[CH:35][C:34]2[N:37]=[C:4]([C:6]3[C:7](=[O:23])[N:8]([CH2:18][CH2:19][CH:20]([CH3:21])[CH3:22])[N:9]=[C:10]([C:13]4[S:14][CH:15]=[CH:16][CH:17]=4)[C:11]=3[OH:12])[NH:39][S:38](=[O:41])(=[O:40])[C:33]=2[CH:32]=1. (5) Given the reactants FC(F)(F)C(O)=O.[CH:8]([O:11][C:12]([N:14]1[C:23]2[C:18](=[N:19][C:20]([C:24]([F:27])([F:26])[F:25])=[CH:21][CH:22]=2)[C@H:17]([N:28]([CH2:44][C:45]2[CH:50]=[C:49]([C:51]([F:54])([F:53])[F:52])[CH:48]=[C:47]([C:55]([F:58])([F:57])[F:56])[CH:46]=2)[C:29]2[N:30]=[N:31][N:32]([CH2:34][CH2:35][NH:36]C(OC(C)(C)C)=O)[N:33]=2)[CH2:16][C@@H:15]1[CH2:59][CH3:60])=[O:13])([CH3:10])[CH3:9].C(=O)(O)[O-].[Na+], predict the reaction product. The product is: [CH:8]([O:11][C:12]([N:14]1[C:23]2[C:18](=[N:19][C:20]([C:24]([F:27])([F:25])[F:26])=[CH:21][CH:22]=2)[C@H:17]([N:28]([C:29]2[N:30]=[N:31][N:32]([CH2:34][CH2:35][NH2:36])[N:33]=2)[CH2:44][C:45]2[CH:46]=[C:47]([C:55]([F:56])([F:57])[F:58])[CH:48]=[C:49]([C:51]([F:52])([F:53])[F:54])[CH:50]=2)[CH2:16][C@@H:15]1[CH2:59][CH3:60])=[O:13])([CH3:10])[CH3:9].